Dataset: Full USPTO retrosynthesis dataset with 1.9M reactions from patents (1976-2016). Task: Predict the reactants needed to synthesize the given product. (1) Given the product [CH:1]1([CH:7]([NH:20][C:21]2[CH:22]=[CH:23][C:24]([C:25]([NH:31][CH2:32][CH:33]([OH:38])[C:34]([OH:36])=[O:35])=[O:26])=[CH:28][CH:29]=2)[C:8]2[CH:12]=[C:11]([C:13]3[CH:18]=[CH:17][CH:16]=[CH:15][CH:14]=3)[S:10][C:9]=2[CH3:19])[CH2:6][CH2:5][CH2:4][CH2:3][CH2:2]1, predict the reactants needed to synthesize it. The reactants are: [CH:1]1([CH:7]([NH:20][C:21]2[CH:29]=[CH:28][C:24]([C:25](O)=[O:26])=[CH:23][CH:22]=2)[C:8]2[CH:12]=[C:11]([C:13]3[CH:18]=[CH:17][CH:16]=[CH:15][CH:14]=3)[S:10][C:9]=2[CH3:19])[CH2:6][CH2:5][CH2:4][CH2:3][CH2:2]1.Cl.[NH2:31][CH2:32][CH:33]([OH:38])[C:34]([O:36]C)=[O:35].O.ON1C2C=CC=CC=2N=N1.Cl.C(N=C=NCCCN(C)C)C.Cl.[OH-].[Na+]. (2) Given the product [F:1][C:2]1[CH:3]=[C:4]([CH:16]=[C:17]([F:19])[CH:18]=1)[CH2:5][C:6]1[CH:7]=[C:8]2[C:12](=[CH:13][CH:14]=1)[NH:11][N:10]=[C:9]2[NH:15][C:22](=[O:23])[C:21]([F:32])([F:31])[F:20], predict the reactants needed to synthesize it. The reactants are: [F:1][C:2]1[CH:3]=[C:4]([CH:16]=[C:17]([F:19])[CH:18]=1)[CH2:5][C:6]1[CH:7]=[C:8]2[C:12](=[CH:13][CH:14]=1)[NH:11][N:10]=[C:9]2[NH2:15].[F:20][C:21]([F:32])([F:31])[C:22](O[C:22](=[O:23])[C:21]([F:32])([F:31])[F:20])=[O:23].C([O-])(O)=O.[Na+].